The task is: Predict the reactants needed to synthesize the given product.. This data is from Full USPTO retrosynthesis dataset with 1.9M reactions from patents (1976-2016). (1) Given the product [N:22]1([CH2:27][CH2:28][CH2:29][NH:30][C:31]([C:33]2[CH:37]=[C:36]([CH3:39])[NH:35][C:34]=2[CH:41]=[C:12]2[C:11]3[C:15](=[CH:16][CH:17]=[CH:18][C:10]=3[C:7]3[CH:6]=[CH:5][C:4]([O:3][C:2]([F:1])([F:20])[F:21])=[CH:9][CH:8]=3)[NH:14][C:13]2=[O:19])=[O:32])[CH2:26][CH2:25][CH2:24][CH2:23]1, predict the reactants needed to synthesize it. The reactants are: [F:1][C:2]([F:21])([F:20])[O:3][C:4]1[CH:9]=[CH:8][C:7]([C:10]2[CH:18]=[CH:17][CH:16]=[C:15]3[C:11]=2[CH2:12][C:13](=[O:19])[NH:14]3)=[CH:6][CH:5]=1.[N:22]1([CH2:27][CH2:28][CH2:29][NH:30][C:31]([C:33]2[C:37](C)=[C:36]([CH:39]=O)[NH:35][C:34]=2[CH3:41])=[O:32])[CH2:26][CH2:25][CH2:24][CH2:23]1. (2) Given the product [CH:19]([O:18][CH:12]([CH2:11][C:5]1[CH:6]=[CH:7][C:8]([O:9][CH3:10])=[C:3]([CH2:2][O:1][C:31]([NH:30][C:27]2[CH:28]=[CH:29][C:24]([O:23][CH3:22])=[CH:25][CH:26]=2)=[O:32])[CH:4]=1)[C:13]([OH:15])=[O:14])([CH3:20])[CH3:21], predict the reactants needed to synthesize it. The reactants are: [OH:1][CH2:2][C:3]1[CH:4]=[C:5]([CH2:11][CH:12]([O:18][CH:19]([CH3:21])[CH3:20])[C:13]([O:15]CC)=[O:14])[CH:6]=[CH:7][C:8]=1[O:9][CH3:10].[CH3:22][O:23][C:24]1[CH:29]=[CH:28][C:27]([N:30]=[C:31]=[O:32])=[CH:26][CH:25]=1. (3) Given the product [F:109][C:108]([F:111])([F:110])[C:42]([OH:41])=[O:55].[NH2:58][C:59]1([C:62]2[CH:63]=[C:64]([C:78]3[N:83]=[C:82]([CH3:84])[N:81]=[C:80]([NH2:85])[N:79]=3)[C:65]([NH:68][C:69]3[CH:70]=[N:71][C:72]([O:76][CH3:77])=[C:73]([F:75])[CH:74]=3)=[N:66][CH:67]=2)[CH2:61][CH2:60]1, predict the reactants needed to synthesize it. The reactants are: COC1C=CC(CN(CC2C=CC([O:41][CH3:42])=CC=2)C2N=C(C)N=C(C3C(NC4C=NC(OC)=C(F)C=4)=NC=C(C=3)C#N)N=2)=CC=1.C([Mg]Br)C.B(F)(F)F.CC[O:55]CC.[NH2:58][C:59]1([C:62]2[CH:63]=[C:64]([C:78]3[N:83]=[C:82]([CH3:84])[N:81]=[C:80]([N:85](CC4C=CC(OC)=CC=4)CC4C=CC(OC)=CC=4)[N:79]=3)[C:65]([NH:68][C:69]3[CH:70]=[N:71][C:72]([O:76][CH3:77])=[C:73]([F:75])[CH:74]=3)=[N:66][CH:67]=2)[CH2:61][CH2:60]1.OS([C:108]([F:111])([F:110])[F:109])(=O)=O.[OH-].[Na+]. (4) Given the product [NH2:21][C:14]1[CH:15]=[CH:16][CH:17]=[C:18]2[C:13]=1[C:12](=[O:24])[N:11]([C:8]1[CH:9]=[CH:10][C:5]([C:1]([CH3:4])([CH3:3])[CH3:2])=[CH:6][CH:7]=1)[CH2:20][CH2:19]2, predict the reactants needed to synthesize it. The reactants are: [C:1]([C:5]1[CH:10]=[CH:9][C:8]([N:11]2[CH2:20][CH2:19][C:18]3[C:13](=[C:14]([N+:21]([O-])=O)[CH:15]=[CH:16][CH:17]=3)[C:12]2=[O:24])=[CH:7][CH:6]=1)([CH3:4])([CH3:3])[CH3:2]. (5) Given the product [CH2:36]([N:38]([CH2:43][CH3:44])[CH2:39][CH2:40][CH2:41][NH:42][C:16]1[N:17]=[C:18]([C:19]2[CH:20]=[C:21]([CH:28]=[CH:29][C:30]=2[CH3:31])[C:22]([NH:24][CH:25]([CH3:27])[CH3:26])=[O:23])[C:13]2[CH2:12][NH:11][C:10](=[O:35])[N:9]([C:3]3[C:2]([F:1])=[CH:7][CH:6]=[CH:5][C:4]=3[F:8])[C:14]=2[N:15]=1)[CH3:37], predict the reactants needed to synthesize it. The reactants are: [F:1][C:2]1[CH:7]=[CH:6][CH:5]=[C:4]([F:8])[C:3]=1[N:9]1[C:14]2[N:15]=[C:16](S(C)=O)[N:17]=[C:18]([C:19]3[CH:20]=[C:21]([CH:28]=[CH:29][C:30]=3[CH3:31])[C:22]([NH:24][CH:25]([CH3:27])[CH3:26])=[O:23])[C:13]=2[CH2:12][NH:11][C:10]1=[O:35].[CH2:36]([N:38]([CH2:43][CH3:44])[CH2:39][CH2:40][CH2:41][NH2:42])[CH3:37]. (6) Given the product [CH3:55][C:54]([CH3:57])([CH3:56])[C:53](=[O:58])[CH2:52][O:43][C:42]([C:11]1([C:9]([O:8][CH2:1][C:2]2[CH:7]=[CH:6][CH:5]=[CH:4][CH:3]=2)=[O:10])[CH2:16][CH2:15][N:14]([CH2:17][C:18]2[CH:19]=[CH:20][C:21]([C:24]3[N:28]=[C:27]([C:29]4[CH:34]=[CH:33][C:32]([C:35]5[CH:36]=[CH:37][CH:38]=[CH:39][CH:40]=5)=[C:31]([F:41])[CH:30]=4)[O:26][N:25]=3)=[CH:22][CH:23]=2)[CH2:13][CH2:12]1)=[O:44], predict the reactants needed to synthesize it. The reactants are: [CH2:1]([O:8][C:9]([C:11]1([C:42]([OH:44])=[O:43])[CH2:16][CH2:15][N:14]([CH2:17][C:18]2[CH:23]=[CH:22][C:21]([C:24]3[N:28]=[C:27]([C:29]4[CH:34]=[CH:33][C:32]([C:35]5[CH:40]=[CH:39][CH:38]=[CH:37][CH:36]=5)=[C:31]([F:41])[CH:30]=4)[O:26][N:25]=3)=[CH:20][CH:19]=2)[CH2:13][CH2:12]1)=[O:10])[C:2]1[CH:7]=[CH:6][CH:5]=[CH:4][CH:3]=1.C(=O)([O-])[O-].[K+].[K+].Br[CH2:52][C:53](=[O:58])[C:54]([CH3:57])([CH3:56])[CH3:55]. (7) Given the product [CH2:2]([C:3]1[CH:8]=[CH:7][C:6]([Cl:9])=[CH:5][C:4]=1[O:10][CH3:11])[C:12]1[CH:17]=[CH:16][CH:15]=[CH:14][CH:13]=1, predict the reactants needed to synthesize it. The reactants are: Br[CH2:2][C:3]1[CH:8]=[CH:7][C:6]([Cl:9])=[CH:5][C:4]=1[O:10][CH3:11].[C:12]1(B(O)O)[CH:17]=[CH:16][CH:15]=[CH:14][CH:13]=1.C([O-])([O-])=O.[K+].[K+].